This data is from Catalyst prediction with 721,799 reactions and 888 catalyst types from USPTO. The task is: Predict which catalyst facilitates the given reaction. (1) Reactant: [C:1]1(=[O:11])[C:5]2([CH2:9][CH2:8][CH2:7][CH2:6]2)[CH2:4][C:3](=[O:10])[O:2]1.[CH2:12]([OH:19])[C:13]1[CH:18]=[CH:17][CH:16]=[CH:15][CH:14]=1. Product: [CH2:12]([O:19][C:3](=[O:10])[CH2:4][C:5]1([C:1]([OH:11])=[O:2])[CH2:9][CH2:8][CH2:7][CH2:6]1)[C:13]1[CH:18]=[CH:17][CH:16]=[CH:15][CH:14]=1. The catalyst class is: 11. (2) Reactant: [CH2:1]([O:3][C:4]([C:6]1[N:11]=[C:10](I)[C:9]2[N:13]=[C:14]([C:16]3[CH:21]=[CH:20][CH:19]=[CH:18][CH:17]=3)[S:15][C:8]=2[C:7]=1[O:22][CH2:23][C:24]1[CH:29]=[CH:28][CH:27]=[CH:26][CH:25]=1)=[O:5])[CH3:2].[NH:30]1[CH2:35][CH2:34][CH2:33][CH2:32][CH2:31]1.C(N(CC)CC)C. Product: [CH2:1]([O:3][C:4]([C:6]1[N:11]=[C:10]([N:30]2[CH2:35][CH2:34][CH2:33][CH2:32][CH2:31]2)[C:9]2[N:13]=[C:14]([C:16]3[CH:21]=[CH:20][CH:19]=[CH:18][CH:17]=3)[S:15][C:8]=2[C:7]=1[O:22][CH2:23][C:24]1[CH:29]=[CH:28][CH:27]=[CH:26][CH:25]=1)=[O:5])[CH3:2]. The catalyst class is: 8.